This data is from Reaction yield outcomes from USPTO patents with 853,638 reactions. The task is: Predict the reaction yield, written as a fraction of the theoretical maximum amount of product (1.0 means a 100% yield; for example, 0.34 means a 34% yield). (1) The reactants are [Br:1][C:2]1[CH:3]=[C:4]([CH:10]=[CH:11][C:12]=1[CH3:13])[C:5](OCC)=[O:6].[H-].[Al+3].[Li+].[H-].[H-].[H-].CCOCC.Cl. The catalyst is C1COCC1. The product is [Br:1][C:2]1[CH:3]=[C:4]([CH2:5][OH:6])[CH:10]=[CH:11][C:12]=1[CH3:13]. The yield is 0.900. (2) The reactants are [H-].[Al+3].[Li+].[H-].[H-].[H-].[Cl:7][C:8]1[CH:9]=[CH:10][C:11]2[C:12]([CH3:24])=[C:13]3[C:21](=O)[NH:20][CH2:19][C@@H:18]([CH3:23])[N:14]3[C:15]=2[C:16]=1[CH3:17].[C:25]([OH:30])(=[O:29])[C:26]([OH:28])=[O:27]. The catalyst is C(O)C. The product is [C:25]([OH:30])(=[O:29])[C:26]([OH:28])=[O:27].[Cl:7][C:8]1[CH:9]=[CH:10][C:11]2[C:12]([CH3:24])=[C:13]3[CH2:21][NH:20][CH2:19][C@@H:18]([CH3:23])[N:14]3[C:15]=2[C:16]=1[CH3:17]. The yield is 0.450. (3) The reactants are [CH3:1][CH:2]([CH2:4][CH2:5][CH2:6][C@@H:7]([C@@H:9]1[C@:26]2([CH3:27])[C@H:12]([C:13]3[O:14][C:15](=[O:29])[CH:16]4[C@:21]([C:23]=3[CH2:24][CH2:25]2)([CH3:22])[CH2:20][CH2:19][C:18](=O)[CH2:17]4)[CH2:11][CH2:10]1)[CH3:8])[CH3:3].Cl.[CH3:31][O:32][NH2:33].N1C=CC=CC=1.[Cl-].[NH4+]. The catalyst is C(O)C. The product is [CH3:31][O:32][N:33]=[C:18]1[CH2:19][CH2:20][C@@:21]2([CH3:22])[CH:16]([C:15](=[O:29])[O:14][C:13]3[C@H:12]4[C@:26]([CH3:27])([CH2:25][CH2:24][C:23]=32)[C@@H:9]([C@@H:7]([CH3:8])[CH2:6][CH2:5][CH2:4][CH:2]([CH3:3])[CH3:1])[CH2:10][CH2:11]4)[CH2:17]1. The yield is 0.930. (4) The reactants are C([C@H:4]1[CH2:8][CH2:7][N:6]([C:9]2[S:10][CH:11]=[C:12]([C:14]([O:16][CH2:17][CH3:18])=[O:15])[N:13]=2)[CH2:5]1)(=O)C.[O-:19]CC.[Na+].Cl. The catalyst is C(O)C.O1CCOCC1. The product is [CH2:17]([O:16][C:14]([C:12]1[N:13]=[C:9]([N:6]2[CH2:7][CH2:8][C@H:4]([OH:19])[CH2:5]2)[S:10][CH:11]=1)=[O:15])[CH3:18]. The yield is 0.980. (5) The reactants are [OH-].[Na+].C[O:4][C:5]([C:7]([CH3:49])([CH3:48])[CH2:8][O:9][C:10]([N:12]1[C:25]2[C:17](=[CH:18][C:19]3[CH2:20][CH2:21][CH2:22][C:23]=3[CH:24]=2)[C@@H:16]([N:26]([CH2:33][C:34]2[CH:39]=[C:38]([C:40]([F:43])([F:42])[F:41])[CH:37]=[C:36]([C:44]([F:47])([F:46])[F:45])[CH:35]=2)[C:27]2[N:28]=[N:29][N:30]([CH3:32])[N:31]=2)[CH2:15][CH2:14][CH2:13]1)=[O:11])=[O:6].Cl.C(OCC)(=O)C. The catalyst is CO.O. The product is [C:5]([C:7]([CH3:49])([CH3:48])[CH2:8][O:9][C:10]([N:12]1[C:25]2[C:17](=[CH:18][C:19]3[CH2:20][CH2:21][CH2:22][C:23]=3[CH:24]=2)[C@@H:16]([N:26]([CH2:33][C:34]2[CH:35]=[C:36]([C:44]([F:47])([F:45])[F:46])[CH:37]=[C:38]([C:40]([F:42])([F:43])[F:41])[CH:39]=2)[C:27]2[N:28]=[N:29][N:30]([CH3:32])[N:31]=2)[CH2:15][CH2:14][CH2:13]1)=[O:11])([OH:6])=[O:4]. The yield is 0.730. (6) The reactants are CO[C:3]1[N:8]=[N:7][C:6]([SH:9])=[CH:5][CH:4]=1.[CH3:10][OH:11].[FH:12].[K].CC1CCC([OH:42])C/C/1=C/C=C1\CCCC2(C)C(C(/C=C/C(C(C)C)C)C)CCC\12.[OH2:43]. No catalyst specified. The product is [CH3:10][O:11][C:3]1[N:8]=[N:7][C:6]([S:9]([F:12])(=[O:42])=[O:43])=[CH:5][CH:4]=1. The yield is 0.740. (7) The reactants are [Cl:1][C:2]1[CH:13]=[C:12]([Cl:14])[C:11]([O:15][C:16]2[N:20]([CH3:21])[N:19]=[C:18]([CH3:22])[C:17]=2[CH:23]=[CH2:24])=[CH:10][C:3]=1[O:4][C@@H:5]([CH3:9])[C:6](O)=[O:7].Cl.C([N:28]=C=NCCCN(C)C)C.O. The catalyst is CN(C)C=O. The product is [Cl:1][C:2]1[CH:13]=[C:12]([Cl:14])[C:11]([O:15][C:16]2[N:20]([CH3:21])[N:19]=[C:18]([CH3:22])[C:17]=2[CH:23]=[CH2:24])=[CH:10][C:3]=1[O:4][C@@H:5]([CH3:9])[C:6]([NH2:28])=[O:7]. The yield is 0.690. (8) The reactants are [CH3:1][N:2]([CH3:12])[C:3]1[CH:4]=[C:5]([CH:9]=[CH:10][CH:11]=1)[C:6]([OH:8])=[O:7].[Si](C=[N+]=[N-])(C)(C)[CH3:14].CCOCC. The catalyst is C(Cl)Cl.CO. The product is [CH3:1][N:2]([CH3:12])[C:3]1[CH:4]=[C:5]([CH:9]=[CH:10][CH:11]=1)[C:6]([O:8][CH3:14])=[O:7]. The yield is 0.940. (9) The reactants are [C:1]([O:5][C:6]([NH:8][CH2:9][C:10]1[CH:11]=[CH:12][C:13]([CH:16]([OH:21])[CH2:17][CH:18]([CH3:20])[CH3:19])=[N:14][CH:15]=1)=[O:7])([CH3:4])([CH3:3])[CH3:2]. The catalyst is O1CCOCC1.[O-2].[O-2].[Mn+4]. The product is [C:1]([O:5][C:6]([NH:8][CH2:9][C:10]1[CH:11]=[CH:12][C:13]([C:16](=[O:21])[CH2:17][CH:18]([CH3:19])[CH3:20])=[N:14][CH:15]=1)=[O:7])([CH3:4])([CH3:3])[CH3:2]. The yield is 0.990.